This data is from Buchwald-Hartwig C-N cross coupling reaction yields with 55,370 reactions. The task is: Predict the reaction yield, written as a fraction of the theoretical maximum amount of product (1.0 means a 100% yield; for example, 0.34 means a 34% yield). (1) The reactants are FC(F)(F)c1ccc(I)cc1.Cc1ccc(N)cc1.O=S(=O)(O[Pd]1c2ccccc2-c2ccccc2N~1)C(F)(F)F.COc1ccc(OC)c(P([C@]23C[C@H]4C[C@H](C[C@H](C4)C2)C3)[C@]23C[C@H]4C[C@H](C[C@H](C4)C2)C3)c1-c1c(C(C)C)cc(C(C)C)cc1C(C)C.CN(C)C(=NC(C)(C)C)N(C)C.COC(=O)c1cc(-c2ccco2)on1. No catalyst specified. The product is Cc1ccc(Nc2ccc(C(F)(F)F)cc2)cc1. The yield is 0.349. (2) The reactants are FC(F)(F)c1ccc(I)cc1.Cc1ccc(N)cc1.O=S(=O)(O[Pd]1c2ccccc2-c2ccccc2N~1)C(F)(F)F.CC(C)c1cc(C(C)C)c(-c2ccccc2P(C(C)(C)C)C(C)(C)C)c(C(C)C)c1.CCN=P(N=P(N(C)C)(N(C)C)N(C)C)(N(C)C)N(C)C.CCOC(=O)c1cnoc1C. No catalyst specified. The product is Cc1ccc(Nc2ccc(C(F)(F)F)cc2)cc1. The yield is 0.159. (3) The reactants are FC(F)(F)c1ccc(Br)cc1.Cc1ccc(N)cc1.O=S(=O)(O[Pd]1c2ccccc2-c2ccccc2N~1)C(F)(F)F.COc1ccc(OC)c(P([C@]23C[C@H]4C[C@H](C[C@H](C4)C2)C3)[C@]23C[C@H]4C[C@H](C[C@H](C4)C2)C3)c1-c1c(C(C)C)cc(C(C)C)cc1C(C)C.CN(C)C(=NC(C)(C)C)N(C)C.Cc1ccno1. No catalyst specified. The product is Cc1ccc(Nc2ccc(C(F)(F)F)cc2)cc1. The yield is 0.240.